Dataset: Forward reaction prediction with 1.9M reactions from USPTO patents (1976-2016). Task: Predict the product of the given reaction. (1) Given the reactants Br[C:2]1[CH:7]=[CH:6][C:5]([C@@H:8]([NH:10][S:11]([CH3:14])(=[O:13])=[O:12])[CH3:9])=[CH:4][CH:3]=1.[B:15]1([B:15]2[O:19][C:18]([CH3:21])([CH3:20])[C:17]([CH3:23])([CH3:22])[O:16]2)[O:19][C:18]([CH3:21])([CH3:20])[C:17]([CH3:23])([CH3:22])[O:16]1.C([O-])(=O)C.[K+].N#N, predict the reaction product. The product is: [CH3:22][C:17]1([CH3:23])[C:18]([CH3:21])([CH3:20])[O:19][B:15]([C:2]2[CH:7]=[CH:6][C:5]([C@@H:8]([NH:10][S:11]([CH3:14])(=[O:13])=[O:12])[CH3:9])=[CH:4][CH:3]=2)[O:16]1. (2) The product is: [CH3:14][C:13]1[C:3]2[C:2]([OH:1])=[CH:7][CH:6]=[N:5][C:4]=2[S:11][CH:12]=1. Given the reactants [OH:1][C:2]1[C:7](C(O)=O)=[CH:6][N:5]=[C:4]2[S:11][CH:12]=[C:13]([CH3:14])[C:3]=12.C(Cl)Cl.CO, predict the reaction product.